Dataset: Peptide-MHC class I binding affinity with 185,985 pairs from IEDB/IMGT. Task: Regression. Given a peptide amino acid sequence and an MHC pseudo amino acid sequence, predict their binding affinity value. This is MHC class I binding data. (1) The peptide sequence is SVEFDMSH. The MHC is H-2-Db with pseudo-sequence H-2-Db. The binding affinity (normalized) is 0. (2) The binding affinity (normalized) is 0.0847. The MHC is HLA-A02:03 with pseudo-sequence HLA-A02:03. The peptide sequence is SYFPDSNNV.